Dataset: Forward reaction prediction with 1.9M reactions from USPTO patents (1976-2016). Task: Predict the product of the given reaction. Given the reactants [CH2:1]([O:3][C:4](=[O:14])[CH2:5][CH2:6][C:7]1[CH:12]=[CH:11][CH:10]=[C:9]([OH:13])[CH:8]=1)[CH3:2].S(Cl)([Cl:18])(=O)=O, predict the reaction product. The product is: [CH2:1]([O:3][C:4](=[O:14])[CH2:5][CH2:6][C:7]1[CH:8]=[C:9]([OH:13])[CH:10]=[CH:11][C:12]=1[Cl:18])[CH3:2].